The task is: Predict the product of the given reaction.. This data is from Forward reaction prediction with 1.9M reactions from USPTO patents (1976-2016). (1) Given the reactants [CH2:1]([N:3]([CH2:6][C:7]1[CH:15]=[CH:14][C:10]([C:11](Cl)=[O:12])=[CH:9][CH:8]=1)[CH2:4][CH3:5])[CH3:2].[NH2:16][C:17]1[C:25]2[C:20](=C[N:22]=[C:23]([C:26]3[CH:31]=[CH:30][CH:29]=[C:28]([F:32])[C:27]=3[F:33])[CH:24]=2)[NH:19][N:18]=1.[N:34]1C=CC=CC=1, predict the reaction product. The product is: [CH2:1]([N:3]([CH2:6][C:7]1[CH:15]=[CH:14][C:10]([C:11]([NH:34][C:20]2[C:25]3[C:17](=[N:16][N:22]=[C:23]([C:26]4[CH:31]=[CH:30][CH:29]=[C:28]([F:32])[C:27]=4[F:33])[CH:24]=3)[NH:18][N:19]=2)=[O:12])=[CH:9][CH:8]=1)[CH2:4][CH3:5])[CH3:2]. (2) The product is: [F:1][C:2]1[CH:7]=[CH:6][C:5]([C:8]([C:9]2[N:18]=[C:17]([NH:19][C:20]3[CH:24]=[C:23]([CH3:25])[NH:22][N:21]=3)[C:16]3[C:11](=[CH:12][C:13]([OH:26])=[CH:14][CH:15]=3)[N:10]=2)=[O:27])=[CH:4][CH:3]=1. Given the reactants [F:1][C:2]1[CH:7]=[CH:6][C:5]([CH:8]([OH:27])[C:9]2[N:18]=[C:17]([NH:19][C:20]3[CH:24]=[C:23]([CH3:25])[NH:22][N:21]=3)[C:16]3[C:11](=[CH:12][C:13]([OH:26])=[CH:14][CH:15]=3)[N:10]=2)=[CH:4][CH:3]=1.CC(OI1(OC(C)=O)(OC(C)=O)OC(=O)C2C=CC=CC1=2)=O, predict the reaction product. (3) Given the reactants [Cl:1][C:2]1[CH:3]=[C:4]([CH:32]=[CH:33][CH:34]=1)[CH2:5][N:6]1[C:10]2[CH:11]=[C:12]([F:16])[C:13]([F:15])=[CH:14][C:9]=2[N:8]=[C:7]1[C:17]1[C:18]([O:23][CH2:24][C:25]2[CH:30]=[CH:29][CH:28]=[CH:27][C:26]=2Cl)=[N:19][CH:20]=[CH:21][CH:22]=1.[CH3:35][O:36][C:37](=[O:46])C1C=CC(CO)=CC=1, predict the reaction product. The product is: [CH3:35][O:36][C:37](=[O:46])[C:28]1[CH:27]=[CH:26][C:25]([CH2:24][O:23][C:18]2[C:17]([C:7]3[N:6]([CH2:5][C:4]4[CH:32]=[CH:33][CH:34]=[C:2]([Cl:1])[CH:3]=4)[C:10]4[CH:11]=[C:12]([F:16])[C:13]([F:15])=[CH:14][C:9]=4[N:8]=3)=[CH:22][CH:21]=[CH:20][N:19]=2)=[CH:30][CH:29]=1. (4) Given the reactants [Si]([O:8][CH2:9][C:10]([NH:13][C:14]([C:16]1[C:20]2=[N:21][C:22]([C:25]3[C:33]4[C:28](=[CH:29][C:30]([CH3:34])=[CH:31][CH:32]=4)[N:27]([CH2:35][CH2:36][CH2:37][N:38]4[CH2:43][CH2:42][O:41][CH2:40][CH2:39]4)[N:26]=3)=[CH:23][N:24]=[C:19]2[N:18](C(C2C=CC=CC=2)(C2C=CC=CC=2)C2C=CC=CC=2)[CH:17]=1)=[O:15])([CH3:12])[CH3:11])(C(C)(C)C)(C)C.[ClH:63], predict the reaction product. The product is: [ClH:63].[OH:8][CH2:9][C:10]([NH:13][C:14]([C:16]1[C:20]2=[N:21][C:22]([C:25]3[C:33]4[C:28](=[CH:29][C:30]([CH3:34])=[CH:31][CH:32]=4)[N:27]([CH2:35][CH2:36][CH2:37][N:38]4[CH2:39][CH2:40][O:41][CH2:42][CH2:43]4)[N:26]=3)=[CH:23][N:24]=[C:19]2[NH:18][CH:17]=1)=[O:15])([CH3:12])[CH3:11]. (5) Given the reactants [CH:1]1([N:5]2[CH2:10][CH2:9][C:8]3([CH2:14][C:13]4[CH:15]=[C:16]([C:19]5[CH:26]=[CH:25][C:22]([C:23]#[N:24])=[CH:21][CH:20]=5)[CH:17]=[CH:18][C:12]=4[O:11]3)[CH2:7][CH2:6]2)[CH2:4][CH2:3][CH2:2]1.[BH4-].[Na+], predict the reaction product. The product is: [CH:1]1([N:5]2[CH2:10][CH2:9][C:8]3([CH2:14][C:13]4[CH:15]=[C:16]([C:19]5[CH:26]=[CH:25][C:22]([CH2:23][NH2:24])=[CH:21][CH:20]=5)[CH:17]=[CH:18][C:12]=4[O:11]3)[CH2:7][CH2:6]2)[CH2:2][CH2:3][CH2:4]1. (6) Given the reactants C(OC([N:8]1[C:16]2[C:11](=[CH:12][CH:13]=[C:14]([N+:17]([O-:19])=[O:18])[CH:15]=2)[C:10](I)=[N:9]1)=O)(C)(C)C.[Cl:21][C:22]1[CH:27]=[CH:26][CH:25]=[CH:24][C:23]=1B(O)O.[O-]P([O-])([O-])=O.[K+].[K+].[K+].C1(P(C2CCCCC2)C2C=CC=CC=2C2C=CC=CC=2C)CCCCC1, predict the reaction product. The product is: [Cl:21][C:22]1[CH:27]=[CH:26][CH:25]=[CH:24][C:23]=1[C:10]1[C:11]2[C:16](=[CH:15][C:14]([N+:17]([O-:19])=[O:18])=[CH:13][CH:12]=2)[NH:8][N:9]=1. (7) Given the reactants C([O:5][C:6]([CH:8]1[CH:12]([C:13]2[CH:18]=[CH:17][CH:16]=[C:15]([Cl:19])[CH:14]=2)[C:11]([C:22]2[C:27]([F:28])=[CH:26][C:25]([Cl:29])=[CH:24][C:23]=2[F:30])([C:20]#[N:21])[CH:10]([CH2:31][C:32]([CH3:35])([CH3:34])[CH3:33])[NH:9]1)=[O:7])(C)(C)C.[F:36][C:37]([F:42])([F:41])[C:38]([OH:40])=[O:39], predict the reaction product. The product is: [F:36][C:37]([F:42])([F:41])[C:38]([OH:40])=[O:39].[Cl:29][C:25]1[CH:26]=[C:27]([F:28])[C:22]([C:11]2([C:20]#[N:21])[CH:10]([CH2:31][C:32]([CH3:35])([CH3:34])[CH3:33])[NH:9][CH:8]([C:6]([OH:7])=[O:5])[CH:12]2[C:13]2[CH:18]=[CH:17][CH:16]=[C:15]([Cl:19])[CH:14]=2)=[C:23]([F:30])[CH:24]=1. (8) Given the reactants [Li]CCCC.C(NC(C)C)(C)C.[Cl:13][C:14]1[CH:19]=[CH:18][CH:17]=[C:16]([Br:20])[CH:15]=1.[C:21](=[O:23])=[O:22].Cl, predict the reaction product. The product is: [Br:20][C:16]1[CH:17]=[CH:18][CH:19]=[C:14]([Cl:13])[C:15]=1[C:21]([OH:23])=[O:22]. (9) Given the reactants [C:1]([C:4]1[CH:9]=[CH:8][C:7]([C:10]2[C:11]([C:16]([NH:18][C:19]3[CH:20]=[C:21]4[C:25](=[CH:26][CH:27]=3)[N:24]([C:28](=[O:36])[CH2:29][C:30]3[CH:35]=[CH:34][CH:33]=[CH:32][N:31]=3)[CH2:23][CH2:22]4)=[O:17])=[CH:12][CH:13]=[CH:14][CH:15]=2)=[CH:6][CH:5]=1)(=O)[CH3:2].[CH2:37]([NH2:44])[C:38]1[CH:43]=[CH:42][CH:41]=[CH:40][CH:39]=1.C(O[BH-](OC(=O)C)OC(=O)C)(=O)C.[Na+].C(=O)([O-])[O-].[K+].[K+], predict the reaction product. The product is: [CH2:37]([NH:44][CH:1]([C:4]1[CH:5]=[CH:6][C:7]([C:10]2[C:11]([C:16]([NH:18][C:19]3[CH:20]=[C:21]4[C:25](=[CH:26][CH:27]=3)[N:24]([C:28](=[O:36])[CH2:29][C:30]3[CH:35]=[CH:34][CH:33]=[CH:32][N:31]=3)[CH2:23][CH2:22]4)=[O:17])=[CH:12][CH:13]=[CH:14][CH:15]=2)=[CH:8][CH:9]=1)[CH3:2])[C:38]1[CH:43]=[CH:42][CH:41]=[CH:40][CH:39]=1.